This data is from Catalyst prediction with 721,799 reactions and 888 catalyst types from USPTO. The task is: Predict which catalyst facilitates the given reaction. Reactant: [F:1][C:2]1[C:7]([C:8]#[N:9])=[C:6]([CH3:10])[C:5]([C@@H:11]2[O:16][CH2:15][C@@H:14]3[CH2:17][NH:18][CH2:19][CH2:20][N:13]3[CH2:12]2)=[CH:4][CH:3]=1.[NH2:21][C:22]1[N:27]=[CH:26][C:25]([C:28]([F:33])([F:32])[C:29](O)=[O:30])=[CH:24][N:23]=1.CCN(C(C)C)C(C)C.CN(C(ON1N=NC2C=CC=NC1=2)=[N+](C)C)C.F[P-](F)(F)(F)(F)F. Product: [NH2:21][C:22]1[N:23]=[CH:24][C:25]([C:28]([F:33])([F:32])[C:29]([N:18]2[CH2:19][CH2:20][N:13]3[C@H:14]([CH2:15][O:16][C@@H:11]([C:5]4[C:6]([CH3:10])=[C:7]([C:2]([F:1])=[CH:3][CH:4]=4)[C:8]#[N:9])[CH2:12]3)[CH2:17]2)=[O:30])=[CH:26][N:27]=1. The catalyst class is: 121.